This data is from Full USPTO retrosynthesis dataset with 1.9M reactions from patents (1976-2016). The task is: Predict the reactants needed to synthesize the given product. The reactants are: [Cl:1][C:2]1[CH:10]=[C:9]2[C:5]([C:6]([C:11]([C:13]3[C:14](NC4CCCC4)=[N:15][CH:16]=[CH:17][CH:18]=3)=[O:12])=[CH:7][NH:8]2)=[CH:4][CH:3]=1.C1(N)CCCC1.[CH3:31][C:32]1[CH:39]=[CH:38][C:35]([CH2:36][NH2:37])=[CH:34][CH:33]=1. Given the product [Cl:1][C:2]1[CH:10]=[C:9]2[C:5]([C:6]([C:11]([C:13]3[C:14]([NH:37][CH2:36][C:35]4[CH:38]=[CH:39][C:32]([CH3:31])=[CH:33][CH:34]=4)=[N:15][CH:16]=[CH:17][CH:18]=3)=[O:12])=[CH:7][NH:8]2)=[CH:4][CH:3]=1, predict the reactants needed to synthesize it.